Dataset: Catalyst prediction with 721,799 reactions and 888 catalyst types from USPTO. Task: Predict which catalyst facilitates the given reaction. (1) Reactant: [CH3:1][CH:2]1[N:7](C(OC(C)(C)C)=O)[CH2:6][C:5]2[C:15]([C:18]3[S:19][CH:20]=[CH:21][CH:22]=3)=[N:16][NH:17][C:4]=2[CH2:3]1.C(OCC)(=O)C. Product: [CH3:1][CH:2]1[NH:7][CH2:6][C:5]2[C:15]([C:18]3[S:19][CH:20]=[CH:21][CH:22]=3)=[N:16][NH:17][C:4]=2[CH2:3]1. The catalyst class is: 12. (2) The catalyst class is: 16. Product: [CH3:11][C:12]1[CH:17]=[C:16]([N+:18]([O-:20])=[O:19])[CH:15]=[CH:14][C:13]=1[CH:5]([C:3]#[N:4])[C:6]([O:8][CH2:9][CH3:10])=[O:7]. Reactant: [H-].[Na+].[C:3]([CH2:5][C:6]([O:8][CH2:9][CH3:10])=[O:7])#[N:4].[CH3:11][C:12]1[CH:17]=[C:16]([N+:18]([O-:20])=[O:19])[CH:15]=[CH:14][C:13]=1F.Cl. (3) Reactant: C[O:2][C:3](=[O:39])[CH:4]([C:10]1[CH:11]=[C:12]([C:28]2[CH:33]=[C:32]([N+:34]([O-:36])=[O:35])[CH:31]=[CH:30][C:29]=2[O:37]C)[CH:13]=[C:14]([C:16]2[NH:20][C:19]3[CH:21]=[CH:22][C:23]([C:25](=[NH:27])[NH2:26])=[CH:24][C:18]=3[N:17]=2)[CH:15]=1)[CH2:5][C:6]([O:8]C)=[O:7].BrC1C=C([N+]([O-])=[O:48])C=CC=1OC. Product: [C:25]([C:23]1[CH:22]=[CH:21][C:19]2[NH:20][C:16]([C:14]3[CH:15]=[C:10]([CH:4]([CH2:5][C:6]([OH:8])=[O:7])[C:3]([OH:2])=[O:39])[CH:11]=[C:12]([C:28]4[CH:33]=[C:32]([N+:34]([O-:36])=[O:35])[CH:31]=[CH:30][C:29]=4[OH:37])[C:13]=3[OH:48])=[N:17][C:18]=2[CH:24]=1)(=[NH:27])[NH2:26]. The catalyst class is: 201.